From a dataset of Peptide-MHC class I binding affinity with 185,985 pairs from IEDB/IMGT. Regression. Given a peptide amino acid sequence and an MHC pseudo amino acid sequence, predict their binding affinity value. This is MHC class I binding data. (1) The peptide sequence is FMDPGIFPR. The MHC is HLA-A23:01 with pseudo-sequence HLA-A23:01. The binding affinity (normalized) is 0.0847. (2) The peptide sequence is KLLPQLPGV. The MHC is HLA-A02:01 with pseudo-sequence HLA-A02:01. The binding affinity (normalized) is 0.948. (3) The peptide sequence is QKDPPFQW. The MHC is Mamu-B52 with pseudo-sequence Mamu-B52. The binding affinity (normalized) is 0.536. (4) The peptide sequence is TTYVYTLPV. The MHC is HLA-B57:01 with pseudo-sequence HLA-B57:01. The binding affinity (normalized) is 0.0847. (5) The peptide sequence is PMDSTVKNY. The MHC is HLA-A24:02 with pseudo-sequence HLA-A24:02. The binding affinity (normalized) is 0.